This data is from Reaction yield outcomes from USPTO patents with 853,638 reactions. The task is: Predict the reaction yield, written as a fraction of the theoretical maximum amount of product (1.0 means a 100% yield; for example, 0.34 means a 34% yield). (1) The reactants are [Cl:1][C:2]1[N:7]=[C:6]([Cl:8])[C:5]([CH2:9][C:10]([O:12]CC)=O)=[C:4]([NH:15][CH2:16][C:17]2[CH:22]=[CH:21][C:20]([O:23][CH3:24])=[CH:19][CH:18]=2)[N:3]=1.C(=O)([O-])[O-].[K+].[K+].Br[CH2:32][CH2:33]Br. No catalyst specified. The product is [Cl:1][C:2]1[N:7]=[C:6]([Cl:8])[C:5]2[C:9]3([CH2:33][CH2:32]3)[C:10](=[O:12])[N:15]([CH2:16][C:17]3[CH:18]=[CH:19][C:20]([O:23][CH3:24])=[CH:21][CH:22]=3)[C:4]=2[N:3]=1. The yield is 0.827. (2) No catalyst specified. The reactants are I[C:2]1[CH:7]=[CH:6][CH:5]=[CH:4][C:3]=1[N+:8]([O-])=O.[Cl:11][C:12]1[CH:17]=[CH:16][CH:15]=[CH:14][C:13]=1[NH:18][C:19](=O)[CH:20]=[CH:21][C:22]1[CH:27]=[CH:26][CH:25]=[CH:24][CH:23]=1. The product is [Cl:11][C:12]1[CH:17]=[CH:16][CH:15]=[CH:14][C:13]=1[N:18]1[C:2]2[CH:7]=[CH:6][CH:5]=[CH:4][C:3]=2[N:8]=[C:19]1/[CH:20]=[CH:21]/[C:22]1[CH:27]=[CH:26][CH:25]=[CH:24][CH:23]=1. The yield is 0.210.